The task is: Predict the product of the given reaction.. This data is from Forward reaction prediction with 1.9M reactions from USPTO patents (1976-2016). Given the reactants I[C:2]1[C-:3]([N:7]([CH3:9])[CH3:8])[CH:4]=[CH:5][CH:6]=1.[CH-:10]1[CH:14]=[CH:13][CH:12]=[CH:11]1.[Fe+2:15].[Br:16][C:17]1[CH:22]=[CH:21][CH:20]=[CH:19][C:18]=1B(O)O.[OH-].[Na+], predict the reaction product. The product is: [Br:16][C:17]1[CH:22]=[CH:21][CH:20]=[CH:19][C:18]=1[C:2]1[C-:3]([N:7]([CH3:9])[CH3:8])[CH:4]=[CH:5][CH:6]=1.[CH-:10]1[CH:14]=[CH:13][CH:12]=[CH:11]1.[Fe+2:15].